This data is from Full USPTO retrosynthesis dataset with 1.9M reactions from patents (1976-2016). The task is: Predict the reactants needed to synthesize the given product. (1) Given the product [Br:13][C:12]1[C:11](=[O:18])[N:9]([CH2:8][C:5]2[CH:6]=[CH:7][N:2]=[CH:3][CH:4]=2)[N:10]=[CH:16][C:14]=1[Br:15], predict the reactants needed to synthesize it. The reactants are: Cl.[N:2]1[CH:7]=[CH:6][C:5]([CH2:8][NH:9][NH2:10])=[CH:4][CH:3]=1.[C:11](O)(=[O:18])/[C:12](=[C:14](\[CH:16]=O)/[Br:15])/[Br:13].Cl. (2) The reactants are: [C:1]([O:5][C:6](=[O:21])[CH2:7][O:8][C:9]1[C:14]2[CH2:15][CH2:16][CH2:17][CH2:18][CH:19]([NH2:20])[C:13]=2[CH:12]=[CH:11][CH:10]=1)([CH3:4])([CH3:3])[CH3:2].[Cl:22][C:23]1[CH:24]=[C:25]([S:30](Cl)(=[O:32])=[O:31])[CH:26]=[C:27]([Cl:29])[CH:28]=1.C(N(C(C)C)CC)(C)C. Given the product [C:1]([O:5][C:6](=[O:21])[CH2:7][O:8][C:9]1[C:14]2[CH2:15][CH2:16][CH2:17][CH2:18][CH:19]([NH:20][S:30]([C:25]3[CH:24]=[C:23]([Cl:22])[CH:28]=[C:27]([Cl:29])[CH:26]=3)(=[O:32])=[O:31])[C:13]=2[CH:12]=[CH:11][CH:10]=1)([CH3:4])([CH3:2])[CH3:3], predict the reactants needed to synthesize it. (3) Given the product [Br:1][C:2]1[C:3]2[C:7]([CH:8]=[CH:9][CH:10]=1)=[N:6][N:5]([C:19]([C:20]1[CH:25]=[CH:24][CH:23]=[CH:22][CH:21]=1)([C:32]1[CH:33]=[CH:34][CH:35]=[CH:36][CH:37]=1)[C:26]1[CH:27]=[CH:28][CH:29]=[CH:30][CH:31]=1)[CH:4]=2, predict the reactants needed to synthesize it. The reactants are: [Br:1][C:2]1[CH:10]=[CH:9][CH:8]=[C:7]2[C:3]=1[CH:4]=[N:5][NH:6]2.C(N(CC)CC)C.Cl[C:19]([C:32]1[CH:37]=[CH:36][CH:35]=[CH:34][CH:33]=1)([C:26]1[CH:31]=[CH:30][CH:29]=[CH:28][CH:27]=1)[C:20]1[CH:25]=[CH:24][CH:23]=[CH:22][CH:21]=1. (4) Given the product [C:26]([O:25][C:23]([N:18]1[C:19]2[C:15](=[C:14]([CH:11]3[CH2:10][CH2:9][N:8]([C:6]([O:5][C:1]([CH3:4])([CH3:2])[CH3:3])=[O:7])[CH2:13][CH2:12]3)[CH:22]=[CH:21][CH:20]=2)[CH:16]=[CH:17]1)=[O:24])([CH3:29])([CH3:28])[CH3:27], predict the reactants needed to synthesize it. The reactants are: [C:1]([O:5][C:6]([N:8]1[CH2:13][CH2:12][CH:11]([C:14]2[CH:22]=[CH:21][CH:20]=[C:19]3[C:15]=2[CH:16]=[CH:17][NH:18]3)[CH2:10][CH2:9]1)=[O:7])([CH3:4])([CH3:3])[CH3:2].[C:23](O[C:23]([O:25][C:26]([CH3:29])([CH3:28])[CH3:27])=[O:24])([O:25][C:26]([CH3:29])([CH3:28])[CH3:27])=[O:24].